Dataset: NCI-60 drug combinations with 297,098 pairs across 59 cell lines. Task: Regression. Given two drug SMILES strings and cell line genomic features, predict the synergy score measuring deviation from expected non-interaction effect. (1) Drug 1: CC1=C(C=C(C=C1)NC(=O)C2=CC=C(C=C2)CN3CCN(CC3)C)NC4=NC=CC(=N4)C5=CN=CC=C5. Drug 2: CC1=C(C(=CC=C1)Cl)NC(=O)C2=CN=C(S2)NC3=CC(=NC(=N3)C)N4CCN(CC4)CCO. Cell line: BT-549. Synergy scores: CSS=1.64, Synergy_ZIP=3.50, Synergy_Bliss=4.23, Synergy_Loewe=-2.06, Synergy_HSA=-1.67. (2) Drug 1: CC12CCC(CC1=CCC3C2CCC4(C3CC=C4C5=CN=CC=C5)C)O. Drug 2: CN1C2=C(C=C(C=C2)N(CCCl)CCCl)N=C1CCCC(=O)O.Cl. Cell line: SW-620. Synergy scores: CSS=1.67, Synergy_ZIP=-0.467, Synergy_Bliss=-0.939, Synergy_Loewe=-6.73, Synergy_HSA=-4.80. (3) Drug 1: CCC(=C(C1=CC=CC=C1)C2=CC=C(C=C2)OCCN(C)C)C3=CC=CC=C3.C(C(=O)O)C(CC(=O)O)(C(=O)O)O. Drug 2: CC(C)NC(=O)C1=CC=C(C=C1)CNNC.Cl. Cell line: MOLT-4. Synergy scores: CSS=6.17, Synergy_ZIP=-0.820, Synergy_Bliss=1.21, Synergy_Loewe=-4.28, Synergy_HSA=-2.14. (4) Synergy scores: CSS=4.59, Synergy_ZIP=-2.41, Synergy_Bliss=-3.35, Synergy_Loewe=0.753, Synergy_HSA=-1.85. Drug 1: CC1=C(N=C(N=C1N)C(CC(=O)N)NCC(C(=O)N)N)C(=O)NC(C(C2=CN=CN2)OC3C(C(C(C(O3)CO)O)O)OC4C(C(C(C(O4)CO)O)OC(=O)N)O)C(=O)NC(C)C(C(C)C(=O)NC(C(C)O)C(=O)NCCC5=NC(=CS5)C6=NC(=CS6)C(=O)NCCC[S+](C)C)O. Cell line: MALME-3M. Drug 2: CNC(=O)C1=NC=CC(=C1)OC2=CC=C(C=C2)NC(=O)NC3=CC(=C(C=C3)Cl)C(F)(F)F. (5) Drug 1: CC1=C(C(=CC=C1)Cl)NC(=O)C2=CN=C(S2)NC3=CC(=NC(=N3)C)N4CCN(CC4)CCO. Cell line: SNB-19. Synergy scores: CSS=1.35, Synergy_ZIP=-0.00180, Synergy_Bliss=1.75, Synergy_Loewe=-2.46, Synergy_HSA=0.169. Drug 2: COCCOC1=C(C=C2C(=C1)C(=NC=N2)NC3=CC=CC(=C3)C#C)OCCOC.Cl.